Task: Regression. Given two drug SMILES strings and cell line genomic features, predict the synergy score measuring deviation from expected non-interaction effect.. Dataset: Merck oncology drug combination screen with 23,052 pairs across 39 cell lines (1) Drug 1: Nc1ccn(C2OC(CO)C(O)C2(F)F)c(=O)n1. Drug 2: CCc1cnn2c(NCc3ccc[n+]([O-])c3)cc(N3CCCCC3CCO)nc12. Cell line: EFM192B. Synergy scores: synergy=-6.42. (2) Synergy scores: synergy=12.6. Drug 2: O=C(NOCC(O)CO)c1ccc(F)c(F)c1Nc1ccc(I)cc1F. Drug 1: CCN(CC)CCNC(=O)c1c(C)[nH]c(C=C2C(=O)Nc3ccc(F)cc32)c1C. Cell line: SKMES1. (3) Drug 1: N#Cc1ccc(Cn2cncc2CN2CCN(c3cccc(Cl)c3)C(=O)C2)cc1. Drug 2: CS(=O)(=O)CCNCc1ccc(-c2ccc3ncnc(Nc4ccc(OCc5cccc(F)c5)c(Cl)c4)c3c2)o1. Cell line: COLO320DM. Synergy scores: synergy=7.50. (4) Drug 1: C#Cc1cccc(Nc2ncnc3cc(OCCOC)c(OCCOC)cc23)c1. Drug 2: COC1=C2CC(C)CC(OC)C(O)C(C)C=C(C)C(OC(N)=O)C(OC)C=CC=C(C)C(=O)NC(=CC1=O)C2=O. Cell line: MSTO. Synergy scores: synergy=-22.2. (5) Drug 1: C=CCn1c(=O)c2cnc(Nc3ccc(N4CCN(C)CC4)cc3)nc2n1-c1cccc(C(C)(C)O)n1. Drug 2: COC1CC2CCC(C)C(O)(O2)C(=O)C(=O)N2CCCCC2C(=O)OC(C(C)CC2CCC(OP(C)(C)=O)C(OC)C2)CC(=O)C(C)C=C(C)C(O)C(OC)C(=O)C(C)CC(C)C=CC=CC=C1C. Cell line: HT144. Synergy scores: synergy=20.3. (6) Drug 1: CS(=O)(=O)CCNCc1ccc(-c2ccc3ncnc(Nc4ccc(OCc5cccc(F)c5)c(Cl)c4)c3c2)o1. Drug 2: CNC(=O)c1cc(Oc2ccc(NC(=O)Nc3ccc(Cl)c(C(F)(F)F)c3)cc2)ccn1. Cell line: OCUBM. Synergy scores: synergy=7.98. (7) Drug 1: CCC1(O)CC2CN(CCc3c([nH]c4ccccc34)C(C(=O)OC)(c3cc4c(cc3OC)N(C)C3C(O)(C(=O)OC)C(OC(C)=O)C5(CC)C=CCN6CCC43C65)C2)C1. Drug 2: Cn1nnc2c(C(N)=O)ncn2c1=O. Cell line: MSTO. Synergy scores: synergy=-28.4. (8) Drug 1: O=C(CCCCCCC(=O)Nc1ccccc1)NO. Drug 2: CCc1c2c(nc3ccc(O)cc13)-c1cc3c(c(=O)n1C2)COC(=O)C3(O)CC. Cell line: RPMI7951. Synergy scores: synergy=8.62. (9) Drug 1: NC(=O)c1cccc2cn(-c3ccc(C4CCCNC4)cc3)nc12. Drug 2: CCc1c2c(nc3ccc(O)cc13)-c1cc3c(c(=O)n1C2)COC(=O)C3(O)CC. Cell line: NCIH2122. Synergy scores: synergy=30.1.